From a dataset of Forward reaction prediction with 1.9M reactions from USPTO patents (1976-2016). Predict the product of the given reaction. (1) Given the reactants Cl.[F:2][C:3]([F:17])([F:16])C1C=CC=CC=1C1CCNCC1.S1C2C=CC=CC=2N=C1C(O)=O.[S:30]1[C:34]2[CH:35]=[CH:36][CH:37]=[CH:38][C:33]=2[N:32]=[C:31]1[C:39]([N:41]1[CH2:46][CH2:45][CH:44]([C:47]2[CH:52]=[CH:51][CH:50]=[CH:49][C:48]=2C(F)(F)F)[CH2:43][CH2:42]1)=[O:40], predict the reaction product. The product is: [S:30]1[C:34]2[CH:35]=[CH:36][CH:37]=[CH:38][C:33]=2[N:32]=[C:31]1[C:39]([N:41]1[CH2:46][CH2:45][CH:44]([C:47]2[CH:52]=[CH:51][CH:50]=[C:49]([C:3]([F:17])([F:16])[F:2])[CH:48]=2)[CH2:43][CH2:42]1)=[O:40]. (2) The product is: [C:2]([O:6][C:7](=[O:10])[CH2:8][C:17]1[CH:44]=[CH:43][C:20]([CH2:21][O:22][CH2:23][C@H:24]2[CH2:26][C@@H:25]2[CH:27]2[CH2:28][CH2:29][N:30]([C:33]([O:35][CH2:36][C:37]3[CH:42]=[CH:41][CH:40]=[CH:39][CH:38]=3)=[O:34])[CH2:31][CH2:32]2)=[C:19]([F:45])[CH:18]=1)([CH3:5])([CH3:4])[CH3:3]. Given the reactants [Cl-].[C:2]([O:6][C:7](=[O:10])[CH2:8][Zn+])([CH3:5])([CH3:4])[CH3:3].CCOCC.Br[C:17]1[CH:44]=[CH:43][C:20]([CH2:21][O:22][CH2:23][C@H:24]2[CH2:26][C@@H:25]2[CH:27]2[CH2:32][CH2:31][N:30]([C:33]([O:35][CH2:36][C:37]3[CH:42]=[CH:41][CH:40]=[CH:39][CH:38]=3)=[O:34])[CH2:29][CH2:28]2)=[C:19]([F:45])[CH:18]=1.CC(C1C=C(C(C)C)C(C2C=CC=CC=2P(C2CCCCC2)C2CCCCC2)=C(C(C)C)C=1)C, predict the reaction product. (3) Given the reactants [CH3:1][O:2][C:3]1[CH:4]=[C:5]2[C:10](=[C:11]3[CH2:15][C:14]([CH3:17])([CH3:16])[O:13][C:12]=13)[C:9]([C:18]1[CH:19]=[C:20]([OH:24])[CH:21]=[CH:22][CH:23]=1)=[N:8][C:7]([CH3:26])([CH3:25])[CH2:6]2.Br[CH2:28][C:29]([O:31][CH3:32])=[O:30].C(=O)([O-])[O-].[K+].[K+].O, predict the reaction product. The product is: [CH3:1][O:2][C:3]1[CH:4]=[C:5]2[C:10](=[C:11]3[CH2:15][C:14]([CH3:17])([CH3:16])[O:13][C:12]=13)[C:9]([C:18]1[CH:19]=[C:20]([CH:21]=[CH:22][CH:23]=1)[O:24][CH2:28][C:29]([O:31][CH3:32])=[O:30])=[N:8][C:7]([CH3:26])([CH3:25])[CH2:6]2. (4) Given the reactants [CH3:1][O:2][C:3]1[CH:4]=[CH:5][C:6]2[O:10][C:9]([CH:11]([NH:18][C:19]3[CH:24]=[CH:23][C:22]([C:25]([N:27]([CH3:35])[CH2:28][CH2:29][C:30]([O:32]CC)=[O:31])=[O:26])=[CH:21][CH:20]=3)[CH2:12][CH2:13][CH2:14][CH2:15][S:16][CH3:17])=[C:8]([CH3:36])[C:7]=2[CH:37]=1.O1CCCC1.[OH-].[Na+], predict the reaction product. The product is: [CH3:1][O:2][C:3]1[CH:4]=[CH:5][C:6]2[O:10][C:9]([CH:11]([NH:18][C:19]3[CH:20]=[CH:21][C:22]([C:25]([N:27]([CH3:35])[CH2:28][CH2:29][C:30]([OH:32])=[O:31])=[O:26])=[CH:23][CH:24]=3)[CH2:12][CH2:13][CH2:14][CH2:15][S:16][CH3:17])=[C:8]([CH3:36])[C:7]=2[CH:37]=1. (5) Given the reactants [NH2:1][CH:2]([CH2:13][NH2:14])[C:3]([NH:5][CH:6]1[CH2:11][CH2:10][CH:9]([CH3:12])[CH2:8][CH2:7]1)=[O:4].[C:15]1(=O)[CH2:21][CH2:20][CH2:19][CH2:18][CH2:17][C:16]1=O.CC1C=CC(S([O-])(=O)=O)=CC=1.C1C=C[NH+]=CC=1, predict the reaction product. The product is: [CH3:12][C@H:9]1[CH2:10][CH2:11][C@H:6]([NH:5][C:3]([C:2]2[N:1]=[C:16]3[CH2:17][CH2:18][CH2:19][CH2:20][CH2:21][C:15]3=[N:14][CH:13]=2)=[O:4])[CH2:7][CH2:8]1. (6) Given the reactants [CH:1]1([C:4]#[N:5])[CH2:3][CH2:2]1.C([N-]C(C)C)(C)C.[Li+].[CH2:14](Br)[C:15]1[CH:20]=[CH:19][CH:18]=[CH:17][CH:16]=1, predict the reaction product. The product is: [CH2:14]([C:1]1([C:4]#[N:5])[CH2:3][CH2:2]1)[C:15]1[CH:20]=[CH:19][CH:18]=[CH:17][CH:16]=1. (7) Given the reactants [H-].[Na+].N[C:4]1[CH:9]=[CH:8][CH:7]=[CH:6][CH:5]=1.[CH3:10]C1CC(C)=C(C)C=1C.[CH:19]1[C:32]2[C:23](=[CH:24][C:25]3[C:30]([C:31]=2[Si:33](Cl)([CH3:35])[CH3:34])=[CH:29][CH:28]=[CH:27][CH:26]=3)[CH:22]=CC=1.C(=O)([O-])[O-].[Na+].[Na+].O1[CH2:47][CH2:46][CH2:45][CH2:44]1, predict the reaction product. The product is: [CH:8]1[C:9]2[C:4](=[CH:44][C:45]3[C:28]([C:29]=2[C:30]2[C:31]([SiH:33]([CH3:34])[CH3:35])([CH3:10])[C:32]([CH3:19])=[C:23]([CH3:22])[C:25]=2[CH3:24])=[CH:27][CH:26]=[CH:47][CH:46]=3)[CH:5]=[CH:6][CH:7]=1. (8) Given the reactants [N:1]1[CH:6]=[CH:5][CH:4]=[C:3]([NH:7][C:8](=[O:15])OCC(Cl)(Cl)Cl)[CH:2]=1.[F:16][C:17]1[CH:22]=[CH:21][C:20]([C:23]2[N:24]=[C:25]([N:28]3[CH2:33][CH2:32][NH:31][CH2:30][CH2:29]3)[S:26][CH:27]=2)=[CH:19][CH:18]=1.C(N(C(C)C)CC)(C)C.O, predict the reaction product. The product is: [F:16][C:17]1[CH:22]=[CH:21][C:20]([C:23]2[N:24]=[C:25]([N:28]3[CH2:29][CH2:30][N:31]([C:8]([NH:7][C:3]4[CH:2]=[N:1][CH:6]=[CH:5][CH:4]=4)=[O:15])[CH2:32][CH2:33]3)[S:26][CH:27]=2)=[CH:19][CH:18]=1. (9) Given the reactants [F:1][C:2]1[C:7]([C:8]([F:11])([F:10])[F:9])=[C:6]([F:12])[CH:5]=[CH:4][C:3]=1[C:13](=O)[CH3:14].II.[NH2:18][C:19]([NH2:21])=[S:20], predict the reaction product. The product is: [F:1][C:2]1[C:7]([C:8]([F:11])([F:10])[F:9])=[C:6]([F:12])[CH:5]=[CH:4][C:3]=1[C:13]1[N:18]=[C:19]([NH2:21])[S:20][CH:14]=1.